From a dataset of Experimentally validated miRNA-target interactions with 360,000+ pairs, plus equal number of negative samples. Binary Classification. Given a miRNA mature sequence and a target amino acid sequence, predict their likelihood of interaction. (1) The miRNA is hsa-miR-3916 with sequence AAGAGGAAGAAAUGGCUGGUUCUCAG. The protein sequence of the target gene is MARFWVCVAGAGFFLAFLVLHSRFCGSPVLRNFTFAVSWRTEKILYRLDVGWPKHPEYFTGTTFCVAVDSLNGLVYIGQRGDNIPKILVFTEDGYFLRAWNYTVDTPHGIFAASTLYEQSVWITDVGSGFFGHTVKKYSSFGDLVQVLGTPGKKGTSLNPLQFDNPAELYVEDTGDIYIVDGDGGLNNRLIKLSQDFMILWLHGENGTGPAKFNIPHSVTLDSAGRVWVADRGNKRIQVFDKDTGEWLGAWNNCFTEEGPSSVRFTPDGKYLIVAQLNLSRLSVVAAPPVGSIGECSVIS.... Result: 1 (interaction). (2) The miRNA is hsa-miR-6747-3p with sequence UCCUGCCUUCCUCUGCACCAG. The protein sequence of the target gene is MQAPRAALVFALVIALVPVGRGNYEELENSGDTTVESERPNKVTIPSTFAAVTIKETLNANINSTNFAPDENQLEFILMVLIPLILLVLLLLSVVFLATYYKRKRTKQEPSSQGSQSALQTYELGSENVKVPIFEEDTPSVMEIEMEELDKWMNSMNRNADFECLPTLKEEKESNHNPSDSES. Result: 1 (interaction). (3) The miRNA is hsa-miR-155-5p with sequence UUAAUGCUAAUCGUGAUAGGGGUU. The protein sequence of the target gene is MAVFPWHSRNRNYKAEFASCRLEAVPLEFGDYHPLKPITVTESKTKKVNRKGSTSSTSSSSSSSVVDPLSSVLDGTDPLSMFAATADPAALAAAMDSSRRKRDRDDNSVVGSDFEPWTNKRGEILARYTTTEKLSINLFMGSEKGKAGTATLAMSEKVRTRLEELDDFEEGSQKELLNLTQQDYVNRIEELNQSLKDAWASDQKVKALKIVIQCSKLLSDTSVIQFYPSKFVLITDILDTFGKLVYERIFSMCVDSRSVLPDHFSPENANDTAKETCLNWFFKIASIRELIPRFYVEASI.... Result: 1 (interaction). (4) The protein sequence of the target gene is MEIPIQVAVRIFPHRELKDLLRSFGPTEPKKDAQAVDEGADSKDSEAQVPAAEKDNPSISETDPNGNAEQDSAADSKTIPDANGNDSGQKDYPDSAYCVQAIPISASALGLPSALPGGDPMDSIAAGLIQVGPHTVPVTHALPSSSSQEQVYHQTVFPLITLFLEGFDASVVTYGQRGQGKSYTLYGNVQDPTLTDSTEGVVQLCVRDIFSHISLHPERTYAINVGFVEICGGDVCDLLGMGNIHCTNVDAVFHWLQVGLSARQSLPAHTLFTLTLEQQWVSKEGLLQHRLSTASFSDLC.... The miRNA is dme-miR-12-5p with sequence UGAGUAUUACAUCAGGUACUGGU. Result: 1 (interaction). (5) Result: 0 (no interaction). The protein sequence of the target gene is MEDPAAPGTGGPPANGNGNGGGKGKQAAPKGREAFRSQRRESEGSVDCPTLEFEYGDADGHAAELSELYSYTENLEFTNNRRCFEEDFKTQVQGKEWLELEEDAQKAYIMGLLDRLEVVSRERRLKVARAVLYLAQGTFGECDSEVDVLHWSRYNCFLLYQMGTFSTFLELLHMEIDNSQACSSALRKPAVSIADSTELRVLLSVMYLMVENIRLERETDPCGWRTARETFRTELSFSMHNEEPFALLLFSMVTKFCSGLAPHFPIKKVLLLLWKVVMFTLGGFEHLQTLKVQKRAELGL.... The miRNA is mmu-miR-340-5p with sequence UUAUAAAGCAAUGAGACUGAUU. (6) The miRNA is dre-miR-199-5p with sequence CCCAGUGUUCAGACUACCUGUUC. The protein sequence of the target gene is MAARAGFQSVAPSGGAGASGGAGVAAALGPGGTPGPPVRMGPAPGQGLYRSPMPGAAYPRPGMLPGSRMTPQGPSMGPPGYGGNPSVRPGLAQSGMDQSRKRPAPQQIQQVQQQAVQNRNHNAKKKKMADKILPQRIRELVPESQAYMDLLAFERKLDQTIMRKRLDIQEALKRPIKQKRKLRIFISNTFNPAKSDAEDGEGTVASWELRVEGRLLEDAALSKYDATKQKRKFSSFFKSLVIELDKDLYGPDNHLVEWHRTATTQETDGFQVKRPGDVNVRCTVLLMLDYQPPQFKLDPR.... Result: 0 (no interaction). (7) The miRNA is hsa-miR-6864-3p with sequence GUGAGACUUCUCUCCCUUCAG. The protein sequence of the target gene is MEKIEDQFASLHIVRRSSEPKEPTYLLGIDTSKTVQADKGGLVAVLCSNGSIRIYDKETLHLLREFGGSPGLLSGVSFANSCDSVYSASTDGTVKCWDARGASEKPVQLFKGYPSCSFISFDVNCKDHVICAGAEKVDEDALLVFWDARFTSQDLSTRDPLGAYSETHSDDITQVRFHPSNPNLVVSGSTDGLVNVFDLSADKEEDALVATCNSVSSVSCIGWCGKDYKQIYCMTHDEGFCWWDLNHLDTDEPITCLNIQDVREITDVKDGHLDYLIGGLYHEKMDRLFVIGGTNTGKIH.... Result: 0 (no interaction). (8) The protein sequence of the target gene is MISTARVPADKPVRIAFSLNDASDDTPPEDSIPLVFPELDQQLQPLPPCHDSEESMEVFKQHCQIAEEYHEVKKEITLLEQRKKELIAKLDQAEKEKVDAAELVREFEALTEENRTLRLAQSQCVEQLEKLRIQYQKRQGSS. The miRNA is mmu-miR-219a-5p with sequence UGAUUGUCCAAACGCAAUUCU. Result: 0 (no interaction). (9) The miRNA is hsa-miR-520c-5p with sequence CUCUAGAGGGAAGCACUUUCUG. The protein sequence of the target gene is MSDAGGGKKPPVDPQAGPGPGPGRAAGERGLSGSFPLVLKKLMENPPREARLDKEKGKEKLEEDEAAAASTMAVSASLMPPIWDKTIPYDGESFHLEYMDLDEFLLENGIPASPTHLAHNLLLPVAELEGKESASSSTASPPSSSTAIFQPSETVSSTESSLEKERETPSPIDPNCVEVDVNFNPDPADLVLSSVPGGELFNPRKHKFAEEDLKPQPMIKKAKKVFVPDEQKDEKYWTRRKKNNVAAKRSRDARRLKENQITIRAAFLEKENTALRTEVAELRKEVGKCKTIVSKYETKY.... Result: 1 (interaction).